Predict the product of the given reaction. From a dataset of Forward reaction prediction with 1.9M reactions from USPTO patents (1976-2016). (1) Given the reactants C1(P(C2C=CC=CC=2)C2C=CC=CC=2)C=CC=CC=1.BrN1C(=O)CCC1=O.[CH:28]1([CH2:33][CH:34]([C:38]2[CH:43]=[CH:42][C:41]([Cl:44])=[C:40]([Cl:45])[CH:39]=2)[C:35]([OH:37])=O)[CH2:32][CH2:31][CH2:30][CH2:29]1.[NH2:46][C:47]1[O:48][C:49]2[CH:55]=[CH:54][CH:53]=[CH:52][C:50]=2[N:51]=1.N1C=CC=CC=1, predict the reaction product. The product is: [O:48]1[C:49]2[CH:55]=[CH:54][CH:53]=[CH:52][C:50]=2[N:51]=[C:47]1[NH:46][C:35](=[O:37])[CH:34]([C:38]1[CH:43]=[CH:42][C:41]([Cl:44])=[C:40]([Cl:45])[CH:39]=1)[CH2:33][CH:28]1[CH2:29][CH2:30][CH2:31][CH2:32]1. (2) Given the reactants [F:1][C:2]1[CH:3]=[C:4]([NH:22][C:23]([NH:25][C:26]2[CH:31]=[CH:30][C:29]([C:32]([F:35])([F:34])[F:33])=[CH:28][CH:27]=2)=[O:24])[CH:5]=[CH:6][C:7]=1[O:8][C:9]1[C:18]2[C:13](=[CH:14][C:15]([OH:21])=[C:16]([O:19][CH3:20])[CH:17]=2)[N:12]=[CH:11][CH:10]=1.[CH:36]1([O:41][C:42](=[O:55])[C@H:43]([NH:47][C:48]([O:50][C:51]([CH3:54])([CH3:53])[CH3:52])=[O:49])[CH2:44][CH2:45]Br)[CH2:40][CH2:39][CH2:38][CH2:37]1.[C:56]([O-])([O-])=O.[K+].[K+], predict the reaction product. The product is: [CH:36]1([O:41][C:42](=[O:55])[C@H:43]([NH:47][C:48]([O:50][C:51]([CH3:54])([CH3:53])[CH3:52])=[O:49])[CH2:44][CH2:45][CH2:56][O:21][C:15]2[CH:14]=[C:13]3[C:18]([C:9]([O:8][C:7]4[CH:6]=[CH:5][C:4]([NH:22][C:23]([NH:25][C:26]5[CH:31]=[CH:30][C:29]([C:32]([F:35])([F:33])[F:34])=[CH:28][CH:27]=5)=[O:24])=[CH:3][C:2]=4[F:1])=[CH:10][CH:11]=[N:12]3)=[CH:17][C:16]=2[O:19][CH3:20])[CH2:40][CH2:39][CH2:38][CH2:37]1. (3) Given the reactants [NH2:1][C:2]1[CH:3]=[C:4]([C:8]2[N:13]3[N:14]=[CH:15][C:16]([C:17]([C:19]4[S:20][CH:21]=[CH:22][CH:23]=4)=[O:18])=[C:12]3[N:11]=[CH:10][CH:9]=2)[CH:5]=[CH:6][CH:7]=1.[CH:24]1([C:30](Cl)=[O:31])[CH2:29][CH2:28][CH2:27][CH2:26][CH2:25]1, predict the reaction product. The product is: [S:20]1[CH:21]=[CH:22][CH:23]=[C:19]1[C:17]([C:16]1[CH:15]=[N:14][N:13]2[C:8]([C:4]3[CH:3]=[C:2]([NH:1][C:30]([CH:24]4[CH2:29][CH2:28][CH2:27][CH2:26][CH2:25]4)=[O:31])[CH:7]=[CH:6][CH:5]=3)=[CH:9][CH:10]=[N:11][C:12]=12)=[O:18]. (4) Given the reactants C([O:3][C:4]([C:6]1[CH:7]=[C:8]2[C:13](=[CH:14][CH:15]=1)[NH:12][CH:11]([C:16]1[CH:21]=[C:20]([N:22]3[CH2:27][CH2:26][O:25][CH2:24][CH2:23]3)[CH:19]=[CH:18][C:17]=1[F:28])[C:10]([CH3:30])([CH3:29])[CH2:9]2)=[O:5])C.O.[OH-].[Li+].O.Cl, predict the reaction product. The product is: [F:28][C:17]1[CH:18]=[CH:19][C:20]([N:22]2[CH2:27][CH2:26][O:25][CH2:24][CH2:23]2)=[CH:21][C:16]=1[CH:11]1[C:10]([CH3:29])([CH3:30])[CH2:9][C:8]2[C:13](=[CH:14][CH:15]=[C:6]([C:4]([OH:5])=[O:3])[CH:7]=2)[NH:12]1.